This data is from Catalyst prediction with 721,799 reactions and 888 catalyst types from USPTO. The task is: Predict which catalyst facilitates the given reaction. (1) Reactant: [Br:1][C:2]1[CH:3]=[CH:4][C:5]([OH:8])=[N:6][CH:7]=1.C(N(CC)CC)C.[C:16](Cl)(=[O:18])[CH3:17]. Product: [C:16]([O:8][C:5]1[CH:4]=[CH:3][C:2]([Br:1])=[CH:7][N:6]=1)(=[O:18])[CH3:17]. The catalyst class is: 27. (2) The catalyst class is: 6. Reactant: N([O-])=O.[Na+].[F:5][C:6]1[CH:11]=[CH:10][C:9]([S:12]([CH3:15])(=[O:14])=[O:13])=[CH:8][C:7]=1N.[ClH:17]. Product: [Cl:17][C:7]1[CH:8]=[C:9]([S:12]([CH3:15])(=[O:14])=[O:13])[CH:10]=[CH:11][C:6]=1[F:5]. (3) Reactant: [NH:1]1[C:9]2[C:4](=[CH:5][C:6]([NH:10][C:11]3[C:20]4[C:15](=[CH:16][CH:17]=[CH:18][CH:19]=4)[N:14]=[C:13]([C:21]4[CH:22]=[C:23]([CH:29]=[CH:30][CH:31]=4)[O:24][CH2:25][C:26]([OH:28])=O)[N:12]=3)=[CH:7][CH:8]=2)[CH:3]=[N:2]1.C1CN([P+](ON2N=NC3C=CC=CC2=3)(N2CCCC2)N2CCCC2)CC1.F[P-](F)(F)(F)(F)F.CCN(C(C)C)C(C)C.[NH2:74][C@@H:75]1[CH2:79][CH2:78][N:77]([C:80]([O:82][C:83]([CH3:86])([CH3:85])[CH3:84])=[O:81])[CH2:76]1. The catalyst class is: 59. Product: [NH:1]1[C:9]2[C:4](=[CH:5][C:6]([NH:10][C:11]3[C:20]4[C:15](=[CH:16][CH:17]=[CH:18][CH:19]=4)[N:14]=[C:13]([C:21]4[CH:22]=[C:23]([CH:29]=[CH:30][CH:31]=4)[O:24][CH2:25][C:26]([NH:74][C@@H:75]4[CH2:79][CH2:78][N:77]([C:80]([O:82][C:83]([CH3:86])([CH3:85])[CH3:84])=[O:81])[CH2:76]4)=[O:28])[N:12]=3)=[CH:7][CH:8]=2)[CH:3]=[N:2]1. (4) Reactant: [NH:1]1[C:9]2[C:4](=[CH:5][C:6]([C:10]([OH:12])=[O:11])=[CH:7][CH:8]=2)[CH:3]=[CH:2]1.[C:13]([O-])([O-])=O.[K+].[K+].COS(OC)(=O)=O. Product: [NH:1]1[C:9]2[C:4](=[CH:5][C:6]([C:10]([O:12][CH3:13])=[O:11])=[CH:7][CH:8]=2)[CH:3]=[CH:2]1. The catalyst class is: 3.